The task is: Regression/Classification. Given a drug SMILES string, predict its absorption, distribution, metabolism, or excretion properties. Task type varies by dataset: regression for continuous measurements (e.g., permeability, clearance, half-life) or binary classification for categorical outcomes (e.g., BBB penetration, CYP inhibition). Dataset: hlm.. This data is from Human liver microsome stability data. (1) The compound is O=C(Nc1cc(C(F)(F)F)cc(C(F)(F)F)c1)c1cc(Br)c(-c2ccccc2)cc1O. The result is 0 (unstable in human liver microsomes). (2) The compound is CN1CCC(c2cccc(Nc3nc4c(-c5ccc(S(C)(=O)=O)cc5)cccn4n3)c2)CC1. The result is 0 (unstable in human liver microsomes). (3) The molecule is CC(C)(C(=O)Nc1nncs1)[C@@H]1c2ccc(-c3ccc(C(=O)N4CCOCC4)cc3)nc2Oc2c(F)cccc21. The result is 1 (stable in human liver microsomes).